Dataset: Experimentally validated miRNA-target interactions with 360,000+ pairs, plus equal number of negative samples. Task: Binary Classification. Given a miRNA mature sequence and a target amino acid sequence, predict their likelihood of interaction. (1) The protein sequence of the target gene is MWTVRTEGGHFPLHSPTFSWRNVAFLLLLSLALEWTSAMLTKKIKHKPGLCPKERLTCTTELPDSCNTDFDCKEYQKCCFFACQKKCMDPFQEPCMLPVRHGNCNHEAQRWHFDFKNYRCTPFKYRGCEGNANNFLNEDACRTACMLIVKDGQCPLFPFTERKECPPSCHSDIDCPQTDKCCESRCGFVCARAWTVKKGFCPRKPLLCTKIDKPKCLQDEECPLVEKCCSHCGLKCMDPRR. The miRNA is hsa-miR-665 with sequence ACCAGGAGGCUGAGGCCCCU. Result: 1 (interaction). (2) The miRNA is hsa-miR-134-5p with sequence UGUGACUGGUUGACCAGAGGGG. The protein sequence of the target gene is MVTMEELREMDCSVLKRLMNRDENGGGGSAGGNGSGSHGALGLLSGGKCLLLDCRPFLAHSAGYIRGSVNVRCNTIVRRRAKGSVSLEQILPAEEEVRARLRSGLYSAVIVYDERSPRAESLREDSTVSLVVQALRRNAERTDICLLKGGYERFSSEYPEFCSKTKALAAIPPPVPPSTNESLDLGCSSCGTPLHDQGGPVEILPFLYLGSAYHAARRDMLDALGITALLNVSSDCPNHFEGHYQYKCIPVEDNHKADISSWFMEAIEYIDAVKDCRGRVLVHCQAGISRSATICLAYLM.... Result: 0 (no interaction). (3) The miRNA is dme-miR-13b-3p with sequence UAUCACAGCCAUUUUGACGAGU. The protein sequence of the target gene is MAGSEDKRVVGTLHLLLLQATVLSLTAGNLSLVSAAWTQEKNHHQPAHLNSSSLQQVAEGTSISEMWQNDLRPLLIERYPGSPGSYSARQHIMQRIQRLQAEWVVEVDTFLSRTPYGYRSFSNIISTLNPEAKRHLVLACHYDSKYFPRWDSRVFVGATDSAVPCAMMLELARALDKKLHSLKDVSGSKPDLSLRLIFFDGEEAFHHWSPQDSLYGSRHLAQKMASSPHPPGSRGTNQLDGMDLLVLLDLIGAANPTFPNFFPKTTRWFNRLQAIEKELYELGLLKDHSLERKYFQNFGY.... Result: 0 (no interaction). (4) The miRNA is hsa-miR-548at-5p with sequence AAAAGUUAUUGCGGUUUUGGCU. The protein sequence of the target gene is MPRYAQLVMGPAGSGKSTYCATMVQHCEALNRSVQVVNLDPAAEHFNYSVMADIRELIEVDDVMEDDSLRFGPNGGLVFCMEYFANNFDWLENCLGHVEDDYILFDCPGQIELYTHLPVMKQLVQQLEQWEFRVCGVFLVDSQFMVESFKFISGILAALSAMISLEIPQVNIMTKMDLLSKKAKKEIEKFLDPDMYSLLEDSTSDLRSKKFKKLTKAICGLIDDYSMVRFLPYDQSDEESMNIVLQHIDFAIQYGEDLEFKEPKEREDESSSMFDEYFQECQDE. Result: 0 (no interaction). (5) The miRNA is hsa-miR-6772-5p with sequence UGGGUGUAGGCUGGAGCUGAGG. The protein sequence of the target gene is MNSSLTAQRRGSDAELGPWVMAARSKDAAPSQRDGLLPVKVEEDSPGSWEPNYPAASPDPETSRLHFRQLRYQEVAGPEEALSRLRELCRRWLRPELLSKEQILELLVLEQFLTILPEELQAWVREHCPESGEEAVAVVRALQRALDGTSSQGMVTFEDTAVSLTWEEWERLDPARRDFCRESAQKDSGSTVPPSLESRVENKELIPMQQILEEAEPQGQLQEAFQGKRPLFSKCGSTHEDRVEKQSGDPLPLKLENSPEAEGLNSISDVNKNGSIEGEDSKNNELQNSARCSNLVLCQH.... Result: 1 (interaction). (6) The miRNA is hsa-miR-548a-3p with sequence CAAAACUGGCAAUUACUUUUGC. The protein sequence of the target gene is MADRTAPRCQLRLEWVYGYRGHQCRNNLYYTAGKEVVYFVAGVGVVYNTREHSQKFFLGHNDDIISLALHPDKTLVATGQVGKEPYICIWDSYNVQTVSLLKDVHTHGVACLAFDSDGQRLASVGLDAKNTVCIWDWRKGKLLASATGHSDRIFDISWDPYQPNRVVSCGVKHIKFWTLCGNALTAKRGIFGKTGDLQTILCLACAKEDITYSGALNGDIYVWKGLNLVRTIQGAHSAGIFSMYACEEGFATGGRDGCIRLWDTDFKPITKIDLRETEQGYKGLSIRSVCWKADRLLAGT.... Result: 1 (interaction). (7) The miRNA is mmu-miR-30e-5p with sequence UGUAAACAUCCUUGACUGGAAG. The protein sequence of the target gene is MTTTLVSATIFDLSEVLCKGNKMLNYSTPSAGGCLLDRKAVGTPAGGGFPRRHSVTLPSSKFHQNQLLSSLKGEPAPSLSSRDSRFRDRSFSEGGERLLPTQKQPGSGQVNSSRYKTELCRPFEENGACKYGDKCQFAHGIHELRSLTRHPKYKTELCRTFHTIGFCPYGPRCHFIHNAEERRALAGGRDLSADRPRLQHSFSFAGFPSAAATAAATGLLDSPTSITPPPILSADDLLGSPTLPDGTNNPFAFSSQELASLFAPSMGLPGGGSPTTFLFRPMSESPHMFDSPPSPQDSLS.... Result: 1 (interaction). (8) The miRNA is mmu-miR-466f with sequence ACGUGUGUGUGCAUGUGCAUGU. The protein sequence of the target gene is MGDPSKQDILTIFKRLRSVPTNKVCFDCGAKNPSWASITYGVFLCIDCSGSHRSLGVHLSFIRSTELDSNWSWFQLRCMQVGGNASASSFFHQHGCSTNDTNAKYNSRAAQLYREKIKSLASQATRKHGTDLWLDSCVVPPLSPPPKEEDFFASHVSPEVSDTAWASAIAEPSSLTSRPVETTLENNEGGQEQGPSVEGLNVPTKATLEVSSIIKKKPNQAKKGLGAKKGSLGAQKLANTCFNEIEKQAQAADKMKEQEDLAKVVSKEESIVSSLRLAYKDLEIQMKKDEKMNISGKKNV.... Result: 0 (no interaction).